Dataset: Forward reaction prediction with 1.9M reactions from USPTO patents (1976-2016). Task: Predict the product of the given reaction. (1) Given the reactants [OH:1][CH2:2][C@@H:3]1[C@:8]([C@H:10]2[CH2:18][CH2:17][C@@:16]3(C)[C@@H:12]([CH:13]=[CH:14][C:15]3=[CH2:20])[C@@H:11]2[CH2:21][OH:22])([CH3:9])[CH2:7][CH2:6][C@H:5]([OH:23])[CH2:4]1.Cl.[CH3:25]O, predict the reaction product. The product is: [OH:1][CH2:2][C@@H:3]1[C@:8]([C@H:10]2[CH2:18][CH2:17][C:16]3[C:15]([CH3:25])([CH3:20])[CH:14]=[CH:13][C:12]=3[C@@H:11]2[CH2:21][OH:22])([CH3:9])[CH2:7][CH2:6][C@H:5]([OH:23])[CH2:4]1. (2) Given the reactants C(=O)([O-])[O-].[K+].[K+].FC(F)(F)[C:9]([N:11]([C:13]1[CH:14]=[C:15]2[C:19](=[CH:20][CH:21]=1)[NH:18][N:17]=[CH:16]2)C)=O, predict the reaction product. The product is: [CH3:9][NH:11][C:13]1[CH:14]=[C:15]2[C:19](=[CH:20][CH:21]=1)[NH:18][N:17]=[CH:16]2. (3) Given the reactants [C:1]([C:4]1[N:5]=[C:6]([CH2:38][CH3:39])[C:7]([NH:28][CH:29]2[CH2:34][CH2:33][CH:32]([C:35](O)=[O:36])[CH2:31][CH2:30]2)=[N:8][C:9]=1[NH:10][C:11]1[CH:16]=[CH:15][C:14]([N:17]2[CH2:22][CH2:21][N:20]([CH3:23])[CH2:19][CH2:18]2)=[C:13]([C:24]([F:27])([F:26])[F:25])[CH:12]=1)(=[O:3])[NH2:2].[CH3:40][O:41][C:42]1[C:43]([NH2:48])=[CH:44][CH:45]=[CH:46][CH:47]=1.O.ON1C2C=CC=CC=2N=N1.Cl.C(N=C=NCCCN(C)C)C.C(=O)([O-])O.[Na+], predict the reaction product. The product is: [CH2:38]([C:6]1[N:5]=[C:4]([C:1]([NH2:2])=[O:3])[C:9]([NH:10][C:11]2[CH:16]=[CH:15][C:14]([N:17]3[CH2:22][CH2:21][N:20]([CH3:23])[CH2:19][CH2:18]3)=[C:13]([C:24]([F:25])([F:26])[F:27])[CH:12]=2)=[N:8][C:7]=1[NH:28][CH:29]1[CH2:34][CH2:33][CH:32]([C:35](=[O:36])[NH:48][C:43]2[CH:44]=[CH:45][CH:46]=[CH:47][C:42]=2[O:41][CH3:40])[CH2:31][CH2:30]1)[CH3:39]. (4) Given the reactants [C:1]([O:5][C:6]([NH:8][C:9]1[CH:14]=[CH:13][CH:12]=[CH:11][C:10]=1[NH:15][C:16](=[O:33])[C:17]1[CH:22]=[CH:21][C:20]([C:23]2[C:28]([C:29]#[N:30])=[CH:27][C:26]([CH:31]=O)=[CH:25][N:24]=2)=[CH:19][CH:18]=1)=[O:7])([CH3:4])([CH3:3])[CH3:2].[NH:34]1[CH2:39][CH2:38][CH2:37][CH2:36][CH2:35]1, predict the reaction product. The product is: [C:1]([O:5][C:6](=[O:7])[NH:8][C:9]1[CH:14]=[CH:13][CH:12]=[CH:11][C:10]=1[NH:15][C:16](=[O:33])[C:17]1[CH:18]=[CH:19][C:20]([C:23]2[C:28]([C:29]#[N:30])=[CH:27][C:26]([CH2:31][N:34]3[CH2:39][CH2:38][CH2:37][CH2:36][CH2:35]3)=[CH:25][N:24]=2)=[CH:21][CH:22]=1)([CH3:4])([CH3:3])[CH3:2]. (5) Given the reactants [NH2:1][CH2:2][C@@H:3]1[C@@H:11]([C@@:12]2([CH3:21])[CH2:17][CH2:16][C@H:15]([OH:18])[CH2:14][C@@H:13]2[CH2:19][OH:20])[CH2:10][CH2:9][C@@:8]2([CH3:22])[C@H:4]1[CH2:5][CH2:6][C:7]2=[CH2:23].[BH-](OC(C)=O)(OC(C)=O)OC(C)=O.[Na+].[F:38][C:39]1[CH:46]=[CH:45][C:42]([CH:43]=O)=[CH:41][CH:40]=1.[BH4-].[Na+], predict the reaction product. The product is: [F:38][C:39]1[CH:46]=[CH:45][C:42]([CH2:43][NH:1][CH2:2][C@@H:3]2[C@@H:11]([C@@:12]3([CH3:21])[CH2:17][CH2:16][C@H:15]([OH:18])[CH2:14][C@@H:13]3[CH2:19][OH:20])[CH2:10][CH2:9][C@@:8]3([CH3:22])[C@H:4]2[CH2:5][CH2:6][C:7]3=[CH2:23])=[CH:41][CH:40]=1.